Dataset: Reaction yield outcomes from USPTO patents with 853,638 reactions. Task: Predict the reaction yield, written as a fraction of the theoretical maximum amount of product (1.0 means a 100% yield; for example, 0.34 means a 34% yield). (1) The reactants are Br[C:2]1[CH:11]=[C:10]2[C:5]([CH:6]=[C:7]([NH:12][C:13]([CH:15]3[CH2:17][CH2:16]3)=[O:14])[N:8]=[CH:9]2)=[CH:4][CH:3]=1.[CH3:18][C:19]1[CH:24]=[CH:23][C:22]([CH3:25])=[CH:21][C:20]=1B(O)O.C(=O)([O-])[O-].[Na+].[Na+]. The catalyst is CC(P(C(C)(C)C)C1C=CC(N(C)C)=CC=1)(C)C.CC(P(C(C)(C)C)C1C=CC(N(C)C)=CC=1)(C)C.Cl[Pd]Cl.C(#N)C. The product is [CH3:18][C:19]1[CH:24]=[CH:23][C:22]([CH3:25])=[CH:21][C:20]=1[C:2]1[CH:11]=[C:10]2[C:5]([CH:6]=[C:7]([NH:12][C:13]([CH:15]3[CH2:17][CH2:16]3)=[O:14])[N:8]=[CH:9]2)=[CH:4][CH:3]=1. The yield is 0.790. (2) The reactants are Cl[C:2]1[CH:7]=[C:6]([CH2:8][O:9][Si:10]([C:13]([CH3:16])([CH3:15])[CH3:14])([CH3:12])[CH3:11])[CH:5]=[C:4]([O:17][CH3:18])[N:3]=1.N(C)(C1CCCCC1)C1CCCCC1.[C:33]([O:37][CH2:38][CH2:39][CH2:40][CH3:41])(=[O:36])[CH:34]=[CH2:35].O. The catalyst is O1CCOCC1.CC(C)([P](C(C)(C)C)([Pd][P](C(C)(C)C)(C(C)(C)C)C(C)(C)C)C(C)(C)C)C.C1C=CC(/C=C/C(/C=C/C2C=CC=CC=2)=O)=CC=1.C1C=CC(/C=C/C(/C=C/C2C=CC=CC=2)=O)=CC=1.C1C=CC(/C=C/C(/C=C/C2C=CC=CC=2)=O)=CC=1.[Pd].[Pd]. The product is [CH3:14][C:13]([Si:10]([CH3:12])([CH3:11])[O:9][CH2:8][C:6]1[CH:5]=[C:4]([O:17][CH3:18])[N:3]=[C:2](/[CH:35]=[CH:34]/[C:33]([O:37][CH2:38][CH2:39][CH2:40][CH3:41])=[O:36])[CH:7]=1)([CH3:16])[CH3:15]. The yield is 0.680. (3) The reactants are [C:1]1(/[CH:7]=[CH:8]/[CH2:9][CH2:10][CH2:11][C:12]#[C:13][C:14](=[O:20])[CH2:15][CH2:16][CH:17]=[C:18]=[CH2:19])[CH:6]=[CH:5][CH:4]=[CH:3][CH:2]=1. The catalyst is ClC1C=CC=CC=1Cl. The product is [CH2:9]1[C:8]2=[CH:7][C:1]3[C:6]([C:13]([C:14](=[O:20])[CH2:15][CH2:16][CH:17]=[C:18]=[CH2:19])=[C:12]2[CH2:11][CH2:10]1)=[CH:5][CH:4]=[CH:3][CH:2]=3. The yield is 0.680. (4) The catalyst is O1CCOCC1.O. The product is [SH:4][CH2:5][CH2:6][C:7]1[C:15]2[C:10](=[CH:11][CH:12]=[CH:13][CH:14]=2)[N:9]([C:16]2[CH:21]=[CH:20][CH:19]=[CH:18][CH:17]=2)[C:8]=1[C:22]([OH:24])=[O:23]. The yield is 0.930. The reactants are C([S:4][CH2:5][CH2:6][C:7]1[C:15]2[C:10](=[CH:11][CH:12]=[CH:13][CH:14]=2)[N:9]([C:16]2[CH:21]=[CH:20][CH:19]=[CH:18][CH:17]=2)[C:8]=1[C:22]([O:24]C)=[O:23])(=O)C.[OH-].[K+]. (5) The reactants are [NH2:1][C:2]1[CH:24]=[CH:23][C:5]([CH2:6][C:7]2[C:15]3[C:10](=[CH:11][CH:12]=[CH:13][CH:14]=3)[N:9]([CH2:16][C:17]([O:19][CH2:20][CH3:21])=[O:18])[C:8]=2[CH3:22])=[CH:4][CH:3]=1.C(N(CC)CC)C.[F:32][C:33]([F:44])([F:43])[C:34]1[CH:42]=[CH:41][C:37]([C:38](Cl)=[O:39])=[CH:36][CH:35]=1. The catalyst is ClCCl. The product is [CH3:22][C:8]1[N:9]([CH2:16][C:17]([O:19][CH2:20][CH3:21])=[O:18])[C:10]2[C:15]([C:7]=1[CH2:6][C:5]1[CH:4]=[CH:3][C:2]([NH:1][C:38](=[O:39])[C:37]3[CH:41]=[CH:42][C:34]([C:33]([F:32])([F:43])[F:44])=[CH:35][CH:36]=3)=[CH:24][CH:23]=1)=[CH:14][CH:13]=[CH:12][CH:11]=2. The yield is 0.749. (6) The reactants are [Br:1][C:2]1[CH:3]=[C:4]([Cl:25])[C:5]2[O:9][C:8]([CH2:10][CH2:11][N:12]([CH2:18][CH:19](OC)OC)[C:13](=[O:17])[O:14][CH2:15][CH3:16])=[CH:7][C:6]=2[CH:24]=1.[Al+3].[Cl-].[Cl-].[Cl-]. The catalyst is ClCCl. The product is [Br:1][C:2]1[CH:3]=[C:4]([Cl:25])[C:5]2[O:9][C:8]3[CH2:10][CH2:11][N:12]([C:13]([O:14][CH2:15][CH3:16])=[O:17])[CH:18]=[CH:19][C:7]=3[C:6]=2[CH:24]=1. The yield is 0.0900. (7) The reactants are [Cl:1][C:2]1[CH:11]=[C:10]([O:12][CH:13]([CH3:15])[CH3:14])[C:9]([N+:16]([O-])=O)=[CH:8][C:3]=1[C:4]([O:6][CH3:7])=[O:5]. The catalyst is CO.O1CCCC1.[Pt]. The product is [NH2:16][C:9]1[C:10]([O:12][CH:13]([CH3:15])[CH3:14])=[CH:11][C:2]([Cl:1])=[C:3]([CH:8]=1)[C:4]([O:6][CH3:7])=[O:5]. The yield is 0.780.